From a dataset of Forward reaction prediction with 1.9M reactions from USPTO patents (1976-2016). Predict the product of the given reaction. (1) Given the reactants [Br:1][C:2]1[CH:9]=[CH:8][C:7]([F:10])=[CH:6][C:3]=1[CH2:4]Br.[F:11][C:12]([F:26])([F:25])[C:13]1[CH:14]=[C:15]([CH:18]=[C:19]([C:21]([F:24])([F:23])[F:22])[CH:20]=1)[CH2:16][NH2:17].C(N(CC)CC)C, predict the reaction product. The product is: [F:11][C:12]([F:25])([F:26])[C:13]1[CH:14]=[C:15]([CH:18]=[C:19]([C:21]([F:24])([F:22])[F:23])[CH:20]=1)[CH2:16][NH:17][CH2:4][C:3]1[CH:6]=[C:7]([F:10])[CH:8]=[CH:9][C:2]=1[Br:1]. (2) Given the reactants CO[C:3]1[N:8]=[C:7]([N:9]2[CH2:15][CH2:14][CH2:13][CH:12]([N:16]3[CH2:20][CH2:19][C@@H:18]([NH:21][C:22](=[O:37])[CH2:23][NH:24][C:25](=[O:36])[C:26]4[CH:31]=[CH:30][CH:29]=[C:28]([C:32]([F:35])([F:34])[F:33])[CH:27]=4)[CH2:17]3)[CH2:11][CH2:10]2)[CH:6]=C(OC)N=1.Cl[C:41]1C=C(OC)N=C(OC)[N:42]=1, predict the reaction product. The product is: [O:37]=[C:22]([NH:21][C@@H:18]1[CH2:19][CH2:20][N:16]([CH:12]2[CH2:13][CH2:14][CH2:15][N:9]([C:7]3[CH:6]=[N:42][CH:41]=[CH:3][N:8]=3)[CH2:10][CH2:11]2)[CH2:17]1)[CH2:23][NH:24][C:25](=[O:36])[C:26]1[CH:31]=[CH:30][CH:29]=[C:28]([C:32]([F:33])([F:35])[F:34])[CH:27]=1. (3) Given the reactants [Cl:1][C:2]1[CH:7]=[CH:6][C:5]([CH:8]([C:11]2[CH:16]=[CH:15][C:14]([N+:17]([O-:19])=[O:18])=[CH:13][CH:12]=2)[C:9]#[N:10])=[CH:4][CH:3]=1.P12(SP3(SP(SP(S3)(S1)=S)(=S)S2)=S)=[S:21], predict the reaction product. The product is: [Cl:1][C:2]1[CH:3]=[CH:4][C:5]([CH:8]([C:11]2[CH:16]=[CH:15][C:14]([N+:17]([O-:19])=[O:18])=[CH:13][CH:12]=2)[C:9](=[S:21])[NH2:10])=[CH:6][CH:7]=1. (4) Given the reactants I[C:2]1[CH:3]=[C:4]([O:21][C:22]([F:25])([F:24])[F:23])[CH:5]=[C:6]2[C:11]=1[O:10][CH:9]([C:12]([F:15])([F:14])[F:13])[C:8]([C:16]([O:18][CH2:19][CH3:20])=[O:17])=[CH:7]2.[C:26]1([C:32]#[CH:33])[CH:31]=[CH:30][CH:29]=[CH:28][CH:27]=1, predict the reaction product. The product is: [C:26]1([C:32]#[C:33][C:2]2[CH:3]=[C:4]([O:21][C:22]([F:23])([F:25])[F:24])[CH:5]=[C:6]3[C:11]=2[O:10][CH:9]([C:12]([F:14])([F:15])[F:13])[C:8]([C:16]([O:18][CH2:19][CH3:20])=[O:17])=[CH:7]3)[CH:31]=[CH:30][CH:29]=[CH:28][CH:27]=1.